Dataset: Forward reaction prediction with 1.9M reactions from USPTO patents (1976-2016). Task: Predict the product of the given reaction. (1) Given the reactants [NH2:1][C:2]1[CH:3]=[C:4]([CH:8]=[CH:9][C:10]=1[NH2:11])[C:5]([OH:7])=[O:6].[C:12]1(P(C2C=CC=CC=2)C2C=CC=CC=2)C=CC=C[CH:13]=1.N(C(OC(C)C)=O)=NC(OC(C)C)=O.N(C(OC(C)C)=O)=NC([O-])=O, predict the reaction product. The product is: [CH2:12]([O:6][C:5](=[O:7])[C:4]1[CH:8]=[CH:9][C:10]([NH2:11])=[C:2]([NH2:1])[CH:3]=1)[CH3:13]. (2) Given the reactants [CH2:1]([NH:8][CH2:9][CH2:10][C:11]1[CH:32]=[CH:31][C:14]([O:15][C:16]2[CH:21]=[CH:20][C:19]([NH:22][C:23](=[O:30])[C:24]3[CH:29]=[CH:28][CH:27]=[CH:26][CH:25]=3)=[CH:18][CH:17]=2)=[CH:13][CH:12]=1)[C:2]1[CH:7]=[CH:6][CH:5]=[CH:4][CH:3]=1.[C:33]([O:37][C:38](=[O:63])N(CCC1C=CC(OC2C=CC(N)=CC=2)=CC=1)CC1C=CC=CC=1)([CH3:36])([CH3:35])[CH3:34].C(Cl)(=O)C1C=CC=CC=1.C(N(CC)CC)C, predict the reaction product. The product is: [C:33]([O:37][C:38](=[O:63])[N:8]([CH2:9][CH2:10][C:11]1[CH:12]=[CH:13][C:14]([O:15][C:16]2[CH:21]=[CH:20][C:19]([NH:22][C:23](=[O:30])[C:24]3[CH:25]=[CH:26][CH:27]=[CH:28][CH:29]=3)=[CH:18][CH:17]=2)=[CH:31][CH:32]=1)[CH2:1][C:2]1[CH:3]=[CH:4][CH:5]=[CH:6][CH:7]=1)([CH3:36])([CH3:35])[CH3:34].